This data is from Catalyst prediction with 721,799 reactions and 888 catalyst types from USPTO. The task is: Predict which catalyst facilitates the given reaction. Reactant: C[Si]([N-][Si](C)(C)C)(C)C.[Li+].[NH2:11][C:12]1[C:17]([C:18]#[N:19])=[CH:16][C:15]([Br:20])=[CH:14][N:13]=1.Cl[C:22]([O:24][CH3:25])=[O:23]. Product: [Br:20][C:15]1[CH:16]=[C:17]([C:18]#[N:19])[C:12]([NH:11][C:22](=[O:23])[O:24][CH3:25])=[N:13][CH:14]=1. The catalyst class is: 1.